From a dataset of Catalyst prediction with 721,799 reactions and 888 catalyst types from USPTO. Predict which catalyst facilitates the given reaction. (1) Reactant: [O:1]1[CH:6]=[CH:5][CH2:4][CH2:3][CH2:2]1.[Br:7][CH2:8][CH2:9][OH:10].O.C1(C)C=CC(S(O)(=O)=O)=CC=1. Product: [Br:7][CH2:8][CH2:9][O:10][CH:6]1[CH2:5][CH2:4][CH2:3][CH2:2][O:1]1. The catalyst class is: 4. (2) Reactant: C(N(CC)CC)C.[C:8](Cl)(=[O:15])[C:9]1[CH:14]=[CH:13][CH:12]=[CH:11][CH:10]=1.[NH2:17][C:18]1[N:23]=[C:22]([C:24]2[CH:31]=[CH:30][C:27]([C:28]#[N:29])=[C:26]([F:32])[CH:25]=2)[CH:21]=[C:20]([N:33]2[C@H:38]([CH3:39])[CH2:37][O:36][C@H:35]([CH2:40][NH2:41])[CH2:34]2)[N:19]=1. Product: [NH2:17][C:18]1[N:19]=[C:20]([N:33]2[C@H:38]([CH3:39])[CH2:37][O:36][C@H:35]([CH2:40][NH:41][C:8](=[O:15])[C:9]3[CH:14]=[CH:13][CH:12]=[CH:11][CH:10]=3)[CH2:34]2)[CH:21]=[C:22]([C:24]2[CH:31]=[CH:30][C:27]([C:28]#[N:29])=[C:26]([F:32])[CH:25]=2)[N:23]=1. The catalyst class is: 1.